Predict the product of the given reaction. From a dataset of Forward reaction prediction with 1.9M reactions from USPTO patents (1976-2016). (1) Given the reactants [CH3:1][N:2]1[C:6]([C:7]2[S:11][CH:10]=[C:9]([C:12]([OH:14])=O)[CH:8]=2)=[CH:5][CH:4]=[N:3]1.[NH2:15][CH:16]([C:29]([CH3:37])([C:31]1[CH:36]=[CH:35][CH:34]=[CH:33][CH:32]=1)[CH3:30])[CH2:17][N:18]1[C:26](=[O:27])[C:25]2[C:20](=[CH:21][CH:22]=[CH:23][CH:24]=2)[C:19]1=[O:28].C1CN([P+](Br)(N2CCCC2)N2CCCC2)CC1.F[P-](F)(F)(F)(F)F.C(N(C(C)C)CC)(C)C, predict the reaction product. The product is: [O:28]=[C:19]1[C:20]2[C:25](=[CH:24][CH:23]=[CH:22][CH:21]=2)[C:26](=[O:27])[N:18]1[CH2:17][CH:16]([NH:15][C:12]([C:9]1[CH:8]=[C:7]([C:6]2[N:2]([CH3:1])[N:3]=[CH:4][CH:5]=2)[S:11][CH:10]=1)=[O:14])[C:29]([CH3:30])([C:31]1[CH:36]=[CH:35][CH:34]=[CH:33][CH:32]=1)[CH3:37]. (2) The product is: [NH:1]([C:7]([O:9][C:10]([CH3:13])([CH3:12])[CH3:11])=[O:8])[C@H:2]([C:4]([NH:28][C@H:29]([C:31]([NH:33][C@H:34]([C:36]([NH:38][CH2:39][CH2:40][CH2:41][Br:42])=[O:37])[CH3:35])=[O:32])[CH3:30])=[O:6])[CH3:3]. Given the reactants [NH:1]([C:7]([O:9][C:10]([CH3:13])([CH3:12])[CH3:11])=[O:8])[C@H:2]([C:4]([OH:6])=O)[CH3:3].CN1CCOCC1.C(O)(C(F)(F)F)=O.[NH2:28][C@H:29]([C:31]([NH:33][C@H:34]([C:36]([NH:38][CH2:39][CH2:40][CH2:41][Br:42])=[O:37])[CH3:35])=[O:32])[CH3:30], predict the reaction product. (3) Given the reactants Br[C:2]1[C:7]([CH3:8])=[CH:6][C:5]([O:9][CH2:10][CH2:11][O:12][CH3:13])=[CH:4][N:3]=1.CC1(C)C(C)(C)OB([C:22]2[C:23]3[CH:30]=[C:29]([CH2:31][OH:32])[CH:28]=[CH:27][C:24]=3[S:25][CH:26]=2)O1.C([O-])([O-])=O.[Cs+].[Cs+], predict the reaction product. The product is: [CH3:13][O:12][CH2:11][CH2:10][O:9][C:5]1[CH:6]=[C:7]([CH3:8])[C:2]([C:22]2[C:23]3[CH:30]=[C:29]([CH2:31][OH:32])[CH:28]=[CH:27][C:24]=3[S:25][CH:26]=2)=[N:3][CH:4]=1. (4) The product is: [Br:22][CH2:23][C:24]([NH:1][C:2]1[CH:3]=[C:4]2[C:8](=[CH:9][CH:10]=1)[C:7](=[C:11]1[C:19]3[C:14](=[CH:15][CH:16]=[C:17]([Cl:20])[CH:18]=3)[NH:13][C:12]1=[O:21])[O:6][CH2:5]2)=[O:25]. Given the reactants [NH2:1][C:2]1[CH:3]=[C:4]2[C:8](=[CH:9][CH:10]=1)[C:7](=[C:11]1[C:19]3[C:14](=[CH:15][CH:16]=[C:17]([Cl:20])[CH:18]=3)[NH:13][C:12]1=[O:21])[O:6][CH2:5]2.[Br:22][CH2:23][C:24](O[C:24](=[O:25])[CH2:23][Br:22])=[O:25].C(=O)([O-])[O-].[K+].[K+].O, predict the reaction product. (5) Given the reactants [CH2:1]1[C:9]2[C:8]3[CH:10]=[CH:11][CH:12]=[CH:13][C:7]=3[O:6][C:5]=2[CH2:4][CH2:3][CH:2]1[NH2:14].[C:15](Cl)(=[O:22])[C:16]1[CH:21]=[CH:20][CH:19]=[CH:18][CH:17]=1, predict the reaction product. The product is: [CH:1]1[C:9]2[C:8]3[CH2:10][CH2:11][CH2:12][CH2:13][C:7]=3[O:6][C:5]=2[CH:4]=[CH:3][C:2]=1[NH:14][C:15](=[O:22])[C:16]1[CH:21]=[CH:20][CH:19]=[CH:18][CH:17]=1. (6) The product is: [N:35]1[C:30]2[CH:31]=[CH:32][CH:33]=[CH:34][C:29]=2[NH:36][C:5]=1[C:7]1[N:12]=[C:11]([C:13]([C:22]2[CH:27]=[CH:26][CH:25]=[C:24]([CH3:28])[N:23]=2)([C:15]2[CH:20]=[CH:19][CH:18]=[C:17]([CH3:21])[N:16]=2)[F:14])[CH:10]=[CH:9][CH:8]=1. Given the reactants S(Cl)(Cl)=O.[CH:5]([C:7]1[N:12]=[C:11]([C:13]([C:22]2[CH:27]=[CH:26][CH:25]=[C:24]([CH3:28])[N:23]=2)([C:15]2[CH:20]=[CH:19][CH:18]=[C:17]([CH3:21])[N:16]=2)[F:14])[CH:10]=[CH:9][CH:8]=1)=O.[C:29]1([NH2:36])[CH:34]=[CH:33][CH:32]=[CH:31][C:30]=1[NH2:35].C(O)C, predict the reaction product. (7) Given the reactants C([N:4]1[CH:8]=[CH:7][N:6]=[C:5]1[C:9]1[S:13][C:12]([C:14]2[C:15]3[N:22]=[C:21]([NH:23][C:24](=[O:26])[CH3:25])[S:20][C:16]=3[N:17]=[CH:18][N:19]=2)=[CH:11][C:10]=1[C:27]1[CH:32]=[CH:31][C:30]([Cl:33])=[CH:29][C:28]=1[Cl:34])C=C.C(O)(=O)C.C1([SiH3])C=CC=CC=1, predict the reaction product. The product is: [Cl:34][C:28]1[CH:29]=[C:30]([Cl:33])[CH:31]=[CH:32][C:27]=1[C:10]1[CH:11]=[C:12]([C:14]2[C:15]3[N:22]=[C:21]([NH:23][C:24](=[O:26])[CH3:25])[S:20][C:16]=3[N:17]=[CH:18][N:19]=2)[S:13][C:9]=1[C:5]1[NH:6][CH:7]=[CH:8][N:4]=1. (8) Given the reactants [Cl:1][C:2]1[CH:7]=[CH:6][C:5]([NH2:8])=[C:4]([N+:9]([O-:11])=[O:10])[CH:3]=1.[O:12]=[S:13]1(=[O:19])[CH2:17][CH2:16][C@H:15](N)[CH2:14]1.C([O-])([O-])=O.[K+].[K+].CCN(CC)CC, predict the reaction product. The product is: [Cl:1][C:2]1[CH:7]=[CH:6][C:5]([NH:8][C@H:15]2[CH2:16][CH2:17][S:13](=[O:19])(=[O:12])[CH2:14]2)=[C:4]([N+:9]([O-:11])=[O:10])[CH:3]=1.